The task is: Predict the product of the given reaction.. This data is from Forward reaction prediction with 1.9M reactions from USPTO patents (1976-2016). (1) The product is: [CH2:17]([O:29][CH2:30][C:31]([CH2:36][O:37][CH2:38][CH2:39][CH2:40][CH2:41][CH2:42][CH2:43][CH2:44][CH2:45][CH2:46][CH2:47][CH2:48][CH3:49])([CH:34]=[CH:5][C:3]([N:2]([CH3:1])[CH3:14])=[O:4])[CH:32]=[CH:5][C:3]([N:2]([CH3:14])[CH3:1])=[O:4])[CH2:18][CH2:19][CH2:20][CH2:21][CH2:22][CH2:23][CH2:24][CH2:25][CH2:26][CH2:27][CH3:28]. Given the reactants [CH3:1][N:2]([CH3:14])[C:3]([CH2:5]P(=O)(OCC)OCC)=[O:4].[H-].[Na+].[CH2:17]([O:29][CH2:30][C:31]([CH2:36][O:37][CH2:38][CH2:39][CH2:40][CH2:41][CH2:42][CH2:43][CH2:44][CH2:45][CH2:46][CH2:47][CH2:48][CH3:49])([CH:34]=O)[CH:32]=O)[CH2:18][CH2:19][CH2:20][CH2:21][CH2:22][CH2:23][CH2:24][CH2:25][CH2:26][CH2:27][CH3:28], predict the reaction product. (2) Given the reactants [CH2:1]([O:3][C:4]1[C:11]([O:12][CH3:13])=[CH:10][C:7]([CH:8]=O)=[CH:6][C:5]=1[O:14][CH3:15])[CH3:2].[ClH:16].CO.C(O[CH:22](OCC)[CH2:23][NH:24][CH2:25][C:26]1[CH:31]=[CH:30][CH:29]=[C:28]([O:32][CH2:33][CH3:34])[C:27]=1[OH:35])C, predict the reaction product. The product is: [ClH:16].[CH2:1]([O:3][C:4]1[C:11]([O:12][CH3:13])=[CH:10][C:7]([CH2:8][C:22]2[C:31]3[C:26](=[C:27]([OH:35])[C:28]([O:32][CH2:33][CH3:34])=[CH:29][CH:30]=3)[CH:25]=[N:24][CH:23]=2)=[CH:6][C:5]=1[O:14][CH3:15])[CH3:2].